From a dataset of Reaction yield outcomes from USPTO patents with 853,638 reactions. Predict the reaction yield, written as a fraction of the theoretical maximum amount of product (1.0 means a 100% yield; for example, 0.34 means a 34% yield). (1) The reactants are [F:1][C:2]1[CH:3]=[C:4]([CH:33]=[CH:34][CH:35]=1)[CH2:5][N:6]1[CH:10]=[C:9]([C:11]2[C:19]3[C:14](=[N:15][CH:16]=[C:17]([C:20]4[CH:25]=[CH:24][C:23]([C:26]5[CH2:27][CH2:28][N:29]([CH3:32])[CH2:30][CH:31]=5)=[CH:22][CH:21]=4)[CH:18]=3)[NH:13][CH:12]=2)[CH:8]=[N:7]1. The catalyst is COC1C=CC(CN2C=C(B3OC(C)(C)C(C)(C)O3)C=N2)=CC=1.[OH-].[Pd+2].[OH-]. The product is [F:1][C:2]1[CH:3]=[C:4]([CH:33]=[CH:34][CH:35]=1)[CH2:5][N:6]1[CH:10]=[C:9]([C:11]2[C:19]3[C:14](=[N:15][CH:16]=[C:17]([C:20]4[CH:21]=[CH:22][C:23]([CH:26]5[CH2:27][CH2:28][N:29]([CH3:32])[CH2:30][CH2:31]5)=[CH:24][CH:25]=4)[CH:18]=3)[NH:13][CH:12]=2)[CH:8]=[N:7]1. The yield is 0.0600. (2) The reactants are [Cl:1][C:2]1[CH:3]=[C:4]([NH:9][C:10](=[O:27])[N:11]([CH2:13][C:14]2([C:20]3[CH:25]=[CH:24][C:23]([I:26])=[CH:22][CH:21]=3)[CH2:19][CH2:18][NH:17][CH2:16][CH2:15]2)[CH3:12])[CH:5]=[C:6]([Cl:8])[CH:7]=1.[CH:28]1([CH:31]=O)[CH2:30][CH2:29]1.CC(O)=O.[BH-](OC(C)=O)(OC(C)=O)OC(C)=O.[Na+]. The catalyst is C(Cl)CCl.CCOC(C)=O. The product is [CH:28]1([CH2:31][N:17]2[CH2:18][CH2:19][C:14]([CH2:13][N:11]([CH3:12])[C:10]([NH:9][C:4]3[CH:5]=[C:6]([Cl:8])[CH:7]=[C:2]([Cl:1])[CH:3]=3)=[O:27])([C:20]3[CH:21]=[CH:22][C:23]([I:26])=[CH:24][CH:25]=3)[CH2:15][CH2:16]2)[CH2:30][CH2:29]1. The yield is 0.950. (3) The reactants are [CH2:1]([O:8][C:9]1[CH:23]=[CH:22][C:21]([Cl:24])=[CH:20][C:10]=1[CH2:11][N:12]1[C:16]([CH3:17])=[CH:15][C:14]([CH:18]=O)=[N:13]1)[C:2]1[CH:7]=[CH:6][CH:5]=[CH:4][CH:3]=1.[CH3:25][O:26][C:27]([CH:29]=P(C1C=CC=CC=1)(C1C=CC=CC=1)C1C=CC=CC=1)=[O:28]. The catalyst is C1COCC1.CCOC(C)=O. The product is [CH3:25][O:26][C:27](=[O:28])/[CH:29]=[CH:18]/[C:14]1[CH:15]=[C:16]([CH3:17])[N:12]([CH2:11][C:10]2[CH:20]=[C:21]([Cl:24])[CH:22]=[CH:23][C:9]=2[O:8][CH2:1][C:2]2[CH:7]=[CH:6][CH:5]=[CH:4][CH:3]=2)[N:13]=1. The yield is 0.990. (4) The reactants are OC(C=C)C[O:4][C@H:5]1[CH2:10][CH2:9][C@H:8]([N:11]2[C:16](=[O:17])[C:15]([CH2:18][C:19]3[CH:24]=[CH:23][C:22]([C:25]4[C:26]([C:31]#[N:32])=[CH:27][CH:28]=[CH:29][CH:30]=4)=[CH:21][CH:20]=3)=[C:14]([CH2:33][CH2:34][CH3:35])[N:13]3[N:36]=[CH:37][N:38]=[C:12]23)[CH2:7][CH2:6]1.N1C(C)=CC=[CH:43][C:42]=1[CH3:48].FC(F)(F)S([O:54][Si:55]([C:58]([CH3:61])([CH3:60])[CH3:59])([CH3:57])[CH3:56])(=O)=O.Cl.I([O-])(=O)(=O)=[O:66].[Na+]. The catalyst is [Os](=O)(=O)(=O)=O.O.C(#N)C.CC(C)=O.O1CCCC1. The product is [Si:55]([O:54][CH:42]([CH:43]=[O:66])[CH2:48][O:4][C@H:5]1[CH2:6][CH2:7][C@H:8]([N:11]2[C:16](=[O:17])[C:15]([CH2:18][C:19]3[CH:20]=[CH:21][C:22]([C:25]4[C:26]([C:31]#[N:32])=[CH:27][CH:28]=[CH:29][CH:30]=4)=[CH:23][CH:24]=3)=[C:14]([CH2:33][CH2:34][CH3:35])[N:13]3[N:36]=[CH:37][N:38]=[C:12]23)[CH2:9][CH2:10]1)([C:58]([CH3:61])([CH3:60])[CH3:59])([CH3:57])[CH3:56]. The yield is 0.830. (5) The yield is 0.500. The catalyst is CC(N(C)C)=O. The product is [C:39]1([C:38](=[N:24][C:2]2[N:7]=[CH:6][C:5]3[N:8]=[CH:9][N:10]([CH:11]4[CH2:16][CH2:15][CH2:14][N:13]([C:17]([O:19][C:20]([CH3:23])([CH3:22])[CH3:21])=[O:18])[CH2:12]4)[C:4]=3[CH:3]=2)[C:64]2[CH:59]=[CH:60][CH:61]=[CH:62][CH:63]=2)[CH:44]=[CH:43][CH:42]=[CH:41][CH:40]=1. The reactants are Br[C:2]1[N:7]=[CH:6][C:5]2[N:8]=[CH:9][N:10]([CH:11]3[CH2:16][CH2:15][CH2:14][N:13]([C:17]([O:19][C:20]([CH3:23])([CH3:22])[CH3:21])=[O:18])[CH2:12]3)[C:4]=2[CH:3]=1.[NH:24](C1C=CC=CC=1)C1C=CC=CC=1.C[C:38]1(C)[C:64]2[C:59](=[C:60](P(C3C=CC=CC=3)C3C=CC=CC=3)[CH:61]=[CH:62][CH:63]=2)O[C:40]2[C:41](P(C3C=CC=CC=3)C3C=CC=CC=3)=[CH:42][CH:43]=[CH:44][C:39]1=2.C([O-])([O-])=O.[Cs+].[Cs+].